This data is from Full USPTO retrosynthesis dataset with 1.9M reactions from patents (1976-2016). The task is: Predict the reactants needed to synthesize the given product. (1) Given the product [Cl:1][C:2]1[CH:3]=[C:4]2[C:13](=[CH:14][CH:15]=1)[C:12]([NH:28][CH2:27][CH2:26][CH2:25][CH2:24][N:19]1[CH2:23][CH2:22][CH2:21][CH2:20]1)=[C:11]1[C:6]([CH:7]=[CH:8][C:9]([O:17][CH3:18])=[CH:10]1)=[N:5]2, predict the reactants needed to synthesize it. The reactants are: [Cl:1][C:2]1[CH:3]=[C:4]2[C:13](=[CH:14][CH:15]=1)[C:12](Cl)=[C:11]1[C:6]([CH:7]=[CH:8][C:9]([O:17][CH3:18])=[CH:10]1)=[N:5]2.[N:19]1([CH2:24][CH2:25][CH2:26][CH2:27][NH2:28])[CH2:23][CH2:22][CH2:21][CH2:20]1. (2) Given the product [Cl:1][C:2]1[CH:3]=[C:4]([C:16]([NH:18][CH2:19][C:20]2[CH:21]=[CH:22][C:23]([C:24]([OH:26])=[O:25])=[CH:28][CH:29]=2)=[O:17])[C:5]([O:8][C:9]2[CH:14]=[CH:13][C:12]([F:15])=[CH:11][CH:10]=2)=[N:6][CH:7]=1, predict the reactants needed to synthesize it. The reactants are: [Cl:1][C:2]1[CH:3]=[C:4]([C:16]([NH:18][CH2:19][C:20]2[CH:29]=[CH:28][C:23]([C:24]([O:26]C)=[O:25])=[CH:22][CH:21]=2)=[O:17])[C:5]([O:8][C:9]2[CH:14]=[CH:13][C:12]([F:15])=[CH:11][CH:10]=2)=[N:6][CH:7]=1.O1CCCC1.[OH-].[Na+].Cl. (3) Given the product [CH2:22]([CH:12]1[C:11]2[C:10]3[CH2:20][CH2:21][NH:6][CH2:7][CH2:8][C:9]=3[CH:17]=[C:16]([F:18])[C:15]=2[CH2:14][CH2:13]1)[CH3:23], predict the reactants needed to synthesize it. The reactants are: C(OC([N:6]1[CH2:21][CH2:20][C:10]2[C:11]3[C:12](=O)[CH2:13][CH2:14][C:15]=3[C:16]([F:18])=[CH:17][C:9]=2[CH2:8][CH2:7]1)=O)C.[CH2:22]([Mg]Br)[CH3:23].